This data is from Full USPTO retrosynthesis dataset with 1.9M reactions from patents (1976-2016). The task is: Predict the reactants needed to synthesize the given product. (1) Given the product [CH3:1][C:2]1[O:6][N:5]=[C:4]([C:7]2[C:9]3[CH2:15][CH2:14][O:13][C:12]4[CH:16]=[C:17]([N:20]5[CH2:24][C@H:23]([CH2:25][NH:26][C:27](=[O:29])[CH3:28])[O:22][C:21]5=[O:30])[CH:18]=[CH:19][C:11]=4[C:10]=3[NH:34][N:33]=2)[CH:3]=1, predict the reactants needed to synthesize it. The reactants are: [CH3:1][C:2]1[O:6][N:5]=[C:4]([C:7]([CH:9]2[CH2:15][CH2:14][O:13][C:12]3[CH:16]=[C:17]([N:20]4[CH2:24][C@H:23]([CH2:25][NH:26][C:27](=[O:29])[CH3:28])[O:22][C:21]4=[O:30])[CH:18]=[CH:19][C:11]=3[C:10]2=O)=O)[CH:3]=1.O.[NH2:33][NH2:34]. (2) Given the product [CH3:23][O:24][CH2:25][CH2:26][N:27]([CH3:28])[C:18]([C:12]1[S:13][C:14]2[CH2:15][CH2:16][O:17][C:8]3[CH:7]=[C:6]([C:4]4[CH:3]=[N:2][NH:1][CH:5]=4)[CH:22]=[CH:21][C:9]=3[C:10]=2[N:11]=1)=[O:19], predict the reactants needed to synthesize it. The reactants are: [NH:1]1[CH:5]=[C:4]([C:6]2[CH:22]=[CH:21][C:9]3[C:10]4[N:11]=[C:12]([C:18](O)=[O:19])[S:13][C:14]=4[CH2:15][CH2:16][O:17][C:8]=3[CH:7]=2)[CH:3]=[N:2]1.[CH3:23][O:24][CH2:25][CH2:26][NH:27][CH3:28]. (3) Given the product [OH:21][CH2:22][CH2:23][C:24]1[CH:32]=[CH:31][CH:30]=[C:29]2[C:25]=1[C:26](=[CH:19][C:3]1[NH:4][C:5]3[CH2:10][CH2:9][N:8]([CH2:11][CH2:12][N:13]4[CH2:14][CH2:15][CH2:16][CH2:17]4)[C:7](=[O:18])[C:6]=3[C:2]=1[CH3:1])[C:27](=[O:33])[NH:28]2, predict the reactants needed to synthesize it. The reactants are: [CH3:1][C:2]1[C:6]2[C:7](=[O:18])[N:8]([CH2:11][CH2:12][N:13]3[CH2:17][CH2:16][CH2:15][CH2:14]3)[CH2:9][CH2:10][C:5]=2[NH:4][C:3]=1[CH:19]=O.[OH:21][CH2:22][CH2:23][C:24]1[CH:32]=[CH:31][CH:30]=[C:29]2[C:25]=1[CH2:26][C:27](=[O:33])[NH:28]2. (4) Given the product [C:19]([C@@H:27]1[CH2:32][C@H:31]([O:33][Si:34]([C:37]([CH3:39])([CH3:38])[CH3:40])([CH3:35])[CH3:36])[CH2:30][C@H:29]([OH:41])[C@H:28]1[CH2:49][C:50](=[O:57])[C:51]1[CH:52]=[CH:53][CH:54]=[CH:55][CH:56]=1)(=[O:26])[C:20]1[CH:25]=[CH:24][CH:23]=[CH:22][CH:21]=1, predict the reactants needed to synthesize it. The reactants are: CCCC[N+](CCCC)(CCCC)CCCC.[F-].[C:19]([C@@H:27]1[CH2:32][C@@H:31]([O:33][Si:34]([C:37]([CH3:40])([CH3:39])[CH3:38])([CH3:36])[CH3:35])[CH2:30][C@H:29]([O:41][Si](C(C)(C)C)(C)C)[C@H:28]1[CH2:49][C:50](=[O:57])[C:51]1[CH:56]=[CH:55][CH:54]=[CH:53][CH:52]=1)(=[O:26])[C:20]1[CH:25]=[CH:24][CH:23]=[CH:22][CH:21]=1.CCOC(C)=O. (5) Given the product [CH2:1]([O:3][C:4]([C:6]1[C:10]2[N:11]=[CH:12][N:13]=[C:14]([C:26]3[CH:25]=[C:24]([F:27])[CH:23]=[CH:22][C:21]=3[O:20][CH2:19][CH:16]3[CH2:17][CH2:18]3)[C:9]=2[NH:8][CH:7]=1)=[O:5])[CH3:2], predict the reactants needed to synthesize it. The reactants are: [CH2:1]([O:3][C:4]([C:6]1[C:10]2[N:11]=[CH:12][N:13]=[C:14](Cl)[C:9]=2[NH:8][CH:7]=1)=[O:5])[CH3:2].[CH:16]1([CH2:19][O:20][C:21]2[CH:26]=[CH:25][C:24]([F:27])=[CH:23][C:22]=2B2OC(C)(C)C(C)(C)O2)[CH2:18][CH2:17]1.